This data is from Forward reaction prediction with 1.9M reactions from USPTO patents (1976-2016). The task is: Predict the product of the given reaction. (1) Given the reactants [O:1]1[CH2:5][CH2:4][CH2:3][CH:2]1[CH2:6][OH:7].CC([O-])(C)C.[K+].[C:14]([S:18]([C:21]1[CH:22]=[C:23]2[C:28](=[CH:29][C:30]=1Cl)[N:27]=[CH:26][N:25]=[C:24]2[NH:32][C:33]1[C:37]([CH3:38])=[C:36]([CH3:39])[NH:35][N:34]=1)(=[O:20])=[O:19])([CH3:17])([CH3:16])[CH3:15], predict the reaction product. The product is: [C:14]([S:18]([C:21]1[CH:22]=[C:23]2[C:28](=[CH:29][C:30]=1[O:7][CH2:6][CH:2]1[CH2:3][CH2:4][CH2:5][O:1]1)[N:27]=[CH:26][N:25]=[C:24]2[NH:32][C:33]1[C:37]([CH3:38])=[C:36]([CH3:39])[NH:35][N:34]=1)(=[O:20])=[O:19])([CH3:17])([CH3:16])[CH3:15]. (2) Given the reactants [NH2:1][S:2]([C:5]1[CH:10]=[CH:9][C:8]([C:11]2[N:12]([CH2:19][C:20]3[CH:25]=[CH:24][CH:23]=[CH:22][C:21]=3[F:26])[CH:13]=[C:14]([C:16]([OH:18])=[O:17])[N:15]=2)=[CH:7][CH:6]=1)(=[O:4])=[O:3].[CH2:27](O)[CH3:28], predict the reaction product. The product is: [NH2:1][S:2]([C:5]1[CH:10]=[CH:9][C:8]([C:11]2[N:12]([CH2:19][C:20]3[CH:25]=[CH:24][CH:23]=[CH:22][C:21]=3[F:26])[CH:13]=[C:14]([C:16]([O:18][CH2:27][CH3:28])=[O:17])[N:15]=2)=[CH:7][CH:6]=1)(=[O:4])=[O:3]. (3) Given the reactants C(NC(C)C)(C)C.[Li]CCCC.[Br:13][C:14]1[CH:19]=[CH:18][CH:17]=[C:16]([C:20]([F:23])([F:22])[F:21])[N:15]=1.[I:24]I, predict the reaction product. The product is: [Br:13][C:14]1[CH:19]=[C:18]([I:24])[CH:17]=[C:16]([C:20]([F:21])([F:22])[F:23])[N:15]=1. (4) Given the reactants [Cl:1][C:2]1[N:7]=[C:6]([CH3:8])[N:5]=[C:4]([NH2:9])[CH:3]=1.[I:10]Cl.S([O-])([O-])=O.[Na+].[Na+], predict the reaction product. The product is: [Cl:1][C:2]1[N:7]=[C:6]([CH3:8])[N:5]=[C:4]([NH2:9])[C:3]=1[I:10]. (5) Given the reactants [S:1]1[C:5]2[CH:6]=[C:7]([O:10][C:11]3[CH:16]=[CH:15][C:14]([NH:17][C:18]4[C:19]5[N:26]([CH2:27][CH2:28][NH:29][C:30]([CH:32]6[CH2:36][CH2:35][CH2:34][N:33]6C(OC(C)(C)C)=O)=[O:31])[CH:25]=[CH:24][C:20]=5[N:21]=[CH:22][N:23]=4)=[CH:13][C:12]=3[Cl:44])[CH:8]=[CH:9][C:4]=2[CH:3]=[CH:2]1.[ClH:45], predict the reaction product. The product is: [ClH:44].[ClH:45].[S:1]1[C:5]2[CH:6]=[C:7]([O:10][C:11]3[CH:16]=[CH:15][C:14]([NH:17][C:18]4[C:19]5[N:26]([CH2:27][CH2:28][NH:29][C:30](=[O:31])[C@@H:32]6[CH2:36][CH2:35][CH2:34][NH:33]6)[CH:25]=[CH:24][C:20]=5[N:21]=[CH:22][N:23]=4)=[CH:13][C:12]=3[Cl:44])[CH:8]=[CH:9][C:4]=2[CH:3]=[CH:2]1. (6) Given the reactants [F:1][C:2]([F:9])([C:5]([F:8])([F:7])[F:6])[CH2:3][OH:4].N1C=CC=CC=1.[S:16](Cl)([C:19]1[CH:25]=[CH:24][C:22]([CH3:23])=[CH:21][CH:20]=1)(=[O:18])=[O:17].C([O-])([O-])=O.[K+].[K+], predict the reaction product. The product is: [S:16]([C:19]1[CH:25]=[CH:24][C:22]([CH3:23])=[CH:21][CH:20]=1)([O:4][CH2:3][C:2]([F:9])([F:1])[C:5]([F:8])([F:7])[F:6])(=[O:18])=[O:17]. (7) The product is: [Cl:1][C:2]1[C:3]([NH:21][C:22]2[N:27]=[C:26]([NH:28][CH2:29][CH3:30])[C:25]3=[N:31][CH:32]=[C:33]([C:34]#[N:35])[N:24]3[N:23]=2)=[CH:4][C:5]([C:19]#[N:20])=[CH:6][C:7]=1[N:8]1[CH2:13][CH2:12][CH:11]([N:14]([CH:15]2[CH2:18][O:17][CH2:16]2)[C:38](=[O:51])[O:39][CH3:40])[CH2:10][CH2:9]1. Given the reactants [Cl:1][C:2]1[C:7]([N:8]2[CH2:13][CH2:12][CH:11]([NH:14][CH:15]3[CH2:18][O:17][CH2:16]3)[CH2:10][CH2:9]2)=[CH:6][C:5]([C:19]#[N:20])=[CH:4][C:3]=1[NH:21][C:22]1[N:27]=[C:26]([NH:28][CH2:29][CH3:30])[C:25]2=[N:31][CH:32]=[C:33]([C:34]#[N:35])[N:24]2[N:23]=1.C1[CH2:40][O:39][CH2:38]C1.CCN(C(C)C)C(C)C.C[OH:51], predict the reaction product.